Dataset: Human Reference Interactome with 51,813 positive PPI pairs across 8,248 proteins, plus equal number of experimentally-validated negative pairs. Task: Binary Classification. Given two protein amino acid sequences, predict whether they physically interact or not. (1) Protein 1 (ENSG00000167656) has sequence MRTALLLLAALAVATGPALTLRCHVCTSSSNCKHSVVCPASSRFCKTTNTVEPLRGNLVKKDCAESCTPSYTLQGQVSSGTSSTQCCQEDLCNEKLHNAAPTRTALAHSALSLGLALSLLAVILAPSL*. Protein 2 (ENSG00000154642) has sequence MNEEEQFVNIDLNDDNICSVCKLGTDKETLSFCHICFELNIEGVPKSDLLHTKSLRGHKDCFEKYHLIANQGCPRSKLSKSTYEEVKTILSKKINWIVQYAQNKDLDSDSECSKNPQHHLFNFRHKPEEKLLPQFDSQVPKYSAKWIDGSAGGISNCTQRILEQRENTDFGLSMLQDSGATLCRNSVLWPHSHNQAQKKEETISSPEANVQTQHPHYSREELNSMTLGEVEQLNAKLLQQIQEVFEELTHQVQEKDSLASQLHVRHVAIEQLLKNCSKLPCLQVGRTGMKSHLPINN*MN.... Result: 0 (the proteins do not interact). (2) Protein 1 (ENSG00000143771) has sequence MEAVVFVFSLLDCCALIFLSVYFIITLSDLECDYINARSCCSKLNKWVIPELIGHTIVTVLLLMSLHWFIFLLNLPVATWNIYRMILALIND*MEAVVFVFSLLDCCALIFLSVYFIITLSDLECDYINARSCCSKLNKWVIPELIGHTIVTVLLLMSLHWFIFLLNLPVATWNIYRYIMVPSGNMGVFDPTEIHNRGQLKSHMKEAMIKLGFHLLCFFMYLYSGSNCPC*MEAVVFVFSLLDCCALIFLSVYFIITLSDLECDYINARSCCSKLNKWVIPELIGHTIVTVLLLMSLHWF.... Protein 2 (ENSG00000165376) has sequence MASLGLQLVGYILGLLGLLGTLVAMLLPSWKTSSYVGASIVTAVGFSKGLWMECATHSTGITQCDIYSTLLGLPADIQAAQAMMVTSSAISSLACIISVVGMRCTVFCQESRAKDRVAVAGGVFFILGGLLGFIPVAWNLHGILRDFYSPLVPDSMKFEIGEALYLGIISSLFSLIAGIILCFSCSSQRNRSNYYDAYQAQPLATRSSPRPGQPPKVKSEFNSYSLTGYV*. Result: 0 (the proteins do not interact). (3) Protein 1 (ENSG00000069122) has sequence MKSPRRTTLCLMFIVIYSSKAALNWNYESTIHPLSLHEHEPAGEEALRQKRAVATKSPTAEEYTVNIEISFENASFLDPIKAYLNSLSFPIHGNNTDQITDILSINVTTVCRPAGNEIWCSCETGYGWPRERCLHNLICQERDVFLPGHHCSCLKELPPNGPFCLLQEDVTLNMRVRLNVGFQEDLMNTSSALYRSYKTDLETAFRKGYGILPGFKGVTVTGFKSGSVVVTYEVKTTPPSLELIHKANEQVVQSLNQTYKMDYNSFQAVTINESNFFVTPEIIFEGDTVSLVCEKEVLSS.... Protein 2 (ENSG00000143032) has sequence MTMEGASGSSFGIDTILSSASSGSPGMMNGDFRPLGEARTADFRSQATPSPCSEIDTVGTAPSSPISVTMEPPEPHLVADATQHHHHLHHSQQPPPPAAAPTQSLQPLPQQQQPLPPQQPPPPPPQQLGSAASAPRTSTSSFLIKDILGDSKPLAACAPYSTSVSSPHHTPKQESNAVHESFRPKLEQEDSKTKLDKREDSQSDIKCHGTKEEGDREITSSRESPPVRAKKPRKARTAFSDHQLNQLERSFERQKYLSVQDRMDLAAALNLTDTQVKTWYQNRRTKWKRQTAVGLELLAE.... Result: 0 (the proteins do not interact). (4) Protein 1 (ENSG00000178343) has sequence MRALLALCLLLGWLRWGPAGAQQSGEYCHGWVDVQGNYHEGFQCPEDFDTLDATICCGSCALRYCCAAADARLEQGGCTNDRRELEHPGITAQPVYVPFLIVGSIFIAFIILGSVVAIYCCTCLRPKEPSQQPIRFSLRSYQTETLPMILTSTSPRAPSRQSSTATSSSSTGGSIRRFSFARAEPGCLVPSPPPPYTTSHSIHLAQPSGFLVSPQYFAYPLQQEPPLPGKSCPDFSSS*. Protein 2 (ENSG00000089685) has sequence MGAPTLPPAWQPFLKDHRISTFKNWPFLEGCACTPERMAEAGFIHCPTENEPDLAQCFFCFKELEGWEPDDDPIGPGTVAYACNTSTLGGRGGRITREEHKKHSSGCAFLSVKKQFEELTLGEFLKLDRERAKNKIAKETNNKKKEFEETAEKVRRAIEQLAAMD*MGAPTLPPAWQPFLKDHRISTFKNWPFLEGCACTPERMAEAGFIHCPTENEPDLAQCFFCFKELEGWEPDDDPMQRKPTIRRKNLRKLRRKCAVPSSSWLPWIEASGRSCLVPEWLHHFQGLFPGATSLPVGPL.... Result: 0 (the proteins do not interact). (5) Protein 1 (ENSG00000138814) has sequence MSEPKAIDPKLSTTDRVVKAVPFPPSHRLTAKEVFDNDGKPRVDILKAHLMKEGRLEESVALRIITEGASILRQEKNLLDIDAPVTVCGDIHGQFFDLMKLFEVGGSPANTRYLFLGDYVDRGYFSIECVLYLWALKILYPKTLFLLRGNHECRHLTEYFTFKQECKIKYSERVYDACMDAFDCLPLAALMNQQFLCVHGGLSPEINTLDDIRKLDRFKEPPAYGPMCDILWSDPLEDFGNEKTQEHFTHNTVRGCSYFYSYPAVCEFLQHNNLLSILRAHEAQDAGYRMYRKSQTTGFP.... Protein 2 (ENSG00000146955) has sequence MHFSSSARAADENFDYLFKIILIGDSNVGKTCVVQHFKSGVYTETQQNTIGVDFTVRSLDIDGKKVKMQVWDTAGQERFRTITQSYYRSAHAAIIAYDLTRRSTFESIPHWIHEIEKYGAANVVIMLIGNKCDLWEKRHVLFEDACTLAEKYGLLAVLETSAKESKNIEEVFVLMAKELIARNSLHLYGESALNGLPLDSSPVLMAQGPSEKTHCTC*. Result: 0 (the proteins do not interact). (6) Protein 1 (ENSG00000182208) has sequence MLGDHCSLPEDQARPGQSLQSGLCCKMVLQAVSKVLRKSKAKPNGKKPAAEERKAYLEPEHTKARITDFQFKELVVLPREIDLNEWLASNTTTFFHHINLQYSTISEFCTGETCQTMAVCNTQYYWYDERGKKVKCTAPQYVDFVMSSVQKLVTDEDVFPTKYGREFPSSFESLVRKICRHLFHVLAHIYWAHFKETLALELHGHLNTLYVHFILFAREFNLLDPKETAIMDDLTEVLCSGAGGVHSGGSGDGAGSGGPGAQNHVKER*LLRKSKAKPNGKKPAAEERKAYLEPEHTKAR.... Protein 2 (ENSG00000096395) has sequence MVSRKAVAALLVVHVAAMLASQTEAFVPIFTYGELQRMQEKERNKGQKKSLSVWQRSGEEGPVDPAEPIREEENEMIKLTAPLEIGMRMNSRQLEKYPATLEGLLSEMLPQHAK*MVSRKAVAALLVVHVAAMLASQTEAFVPIFTYGELQRMQEKERNKGQKKSLSVWQRSGEEGPVDPAEPIREEENEMIKLTAPLEIGMRMNSRQLEKYPATLEGLLSEMLPQHAAK*MVSRKAVAALLVVHVAAMLASQTEAFVPIFTYGELQRMQEKERNKGQKKSLSVWQRSGEEGPVDPAEPI.... Result: 0 (the proteins do not interact).